This data is from Full USPTO retrosynthesis dataset with 1.9M reactions from patents (1976-2016). The task is: Predict the reactants needed to synthesize the given product. (1) Given the product [Cl:3][C:4]1[N:9]=[C:8]([N:10]([C:11]2[CH:16]=[C:15]([O:17][CH3:18])[CH:14]=[CH:13][C:12]=2[CH3:19])[CH3:20])[CH:7]=[CH:6][N:5]=1, predict the reactants needed to synthesize it. The reactants are: IC.[Cl:3][C:4]1[N:9]=[C:8]([NH:10][C:11]2[CH:16]=[C:15]([O:17][CH3:18])[CH:14]=[CH:13][C:12]=2[CH3:19])[CH:7]=[CH:6][N:5]=1.[C:20]([O-])([O-])=O.[Cs+].[Cs+]. (2) Given the product [Cl:1][C:2]1[S:3][C:4]([C:19]([OH:21])=[O:20])=[C:5]([O:7][CH2:8][C:9]2[CH:14]=[CH:13][CH:12]=[CH:11][C:10]=2[C:15]([F:17])([F:16])[F:18])[N:6]=1, predict the reactants needed to synthesize it. The reactants are: [Cl:1][C:2]1[S:3][C:4]([C:19]([O:21]CC)=[O:20])=[C:5]([O:7][CH2:8][C:9]2[CH:14]=[CH:13][CH:12]=[CH:11][C:10]=2[C:15]([F:18])([F:17])[F:16])[N:6]=1.[Li+].[OH-].[OH-].[Na+].C(OCC)C. (3) Given the product [Cl:1][C:2]1[N:3]=[C:4]([C:7]2([CH2:10][NH2:11])[CH2:8][CH2:9]2)[S:5][CH:6]=1, predict the reactants needed to synthesize it. The reactants are: [Cl:1][C:2]1[N:3]=[C:4]([C:7]2([C:10]#[N:11])[CH2:9][CH2:8]2)[S:5][CH:6]=1.[H-].[H-].[H-].[H-].[Li+].[Al+3]. (4) Given the product [C:1]1([CH3:39])[CH:2]=[CH:3][C:4]([S:7]([N:10]2[CH2:11][CH2:12][NH:13][CH2:14][CH2:15][NH:16][CH2:17][CH2:18]2)(=[O:8])=[O:9])=[CH:5][CH:6]=1, predict the reactants needed to synthesize it. The reactants are: [C:1]1([CH3:39])[CH:6]=[CH:5][C:4]([S:7]([N:10]2[CH2:18][CH2:17][N:16](S(C3C=CC(C)=CC=3)(=O)=O)[CH2:15][CH2:14][N:13](S(C3C=CC(C)=CC=3)(=O)=O)[CH2:12][CH2:11]2)(=[O:9])=[O:8])=[CH:3][CH:2]=1.C1(O)C=CC=CC=1. (5) Given the product [F:12][C:8]1[CH:7]=[C:6]2[C:11]([CH2:2][C:3](=[O:4])[NH:5]2)=[CH:10][CH:9]=1, predict the reactants needed to synthesize it. The reactants are: Cl[CH2:2][C:3]([NH:5][C:6]1[CH:11]=[CH:10][CH:9]=[C:8]([F:12])[CH:7]=1)=[O:4].[Al+3].[Cl-].[Cl-].[Cl-]. (6) Given the product [F:28][C:2]([F:1])([C:21]1[CH:22]=[CH:23][C:24]([CH3:27])=[CH:25][CH:26]=1)[C:3]1[N:7]=[C:6]([C@H:8]2[CH2:12][CH2:11][C@H:10]([NH2:13])[CH2:9]2)[O:5][N:4]=1, predict the reactants needed to synthesize it. The reactants are: [F:1][C:2]([F:28])([C:21]1[CH:26]=[CH:25][C:24]([CH3:27])=[CH:23][CH:22]=1)[C:3]1[N:7]=[C:6]([C@H:8]2[CH2:12][CH2:11][C@H:10]([NH:13]C(=O)OC(C)(C)C)[CH2:9]2)[O:5][N:4]=1.FC(F)(F)C(O)=O. (7) Given the product [Br:2][C:3]1[C:28]([F:29])=[CH:27][C:6]2[O:7][C:8]3[CH:25]=[C:24]([F:26])[CH:23]=[CH:22][C:9]=3[C@H:10]3[C@H:15]([NH:16][C:17](=[O:20])[O:18][CH3:19])[CH2:14][CH2:13][CH2:12][N:11]3[C:5]=2[CH:4]=1, predict the reactants needed to synthesize it. The reactants are: B.[Br:2][C:3]1[C:28]([F:29])=[CH:27][C:6]2[O:7][C:8]3[CH:25]=[C:24]([F:26])[CH:23]=[CH:22][C:9]=3[C@H:10]3[C@H:15]([NH:16][C:17](=[O:20])[O:18][CH3:19])[CH2:14][CH2:13][C:12](=O)[N:11]3[C:5]=2[CH:4]=1.O.